From a dataset of Full USPTO retrosynthesis dataset with 1.9M reactions from patents (1976-2016). Predict the reactants needed to synthesize the given product. Given the product [Cl:12][C:13]1[CH:29]=[C:28]([Cl:30])[CH:27]=[CH:26][C:14]=1[CH2:15][NH:16][C:17](=[O:25])[C:18]1[CH:19]=[CH:20][N:21]=[C:22]([O:11][CH2:10][CH2:9][N:3]2[CH2:8][CH2:7][O:6][CH2:5][CH2:4]2)[CH:23]=1, predict the reactants needed to synthesize it. The reactants are: [H-].[Na+].[N:3]1([CH2:9][CH2:10][OH:11])[CH2:8][CH2:7][O:6][CH2:5][CH2:4]1.[Cl:12][C:13]1[CH:29]=[C:28]([Cl:30])[CH:27]=[CH:26][C:14]=1[CH2:15][NH:16][C:17](=[O:25])[C:18]1[CH:23]=[CH:22][N:21]=[C:20](F)[CH:19]=1.